Dataset: Forward reaction prediction with 1.9M reactions from USPTO patents (1976-2016). Task: Predict the product of the given reaction. (1) Given the reactants [Br:1][C:2]1[CH:3]=[N:4][C:5]2[N:6]([N:8]=[C:9]([C:11]([OH:13])=O)[CH:10]=2)[CH:7]=1.[O:14]1[CH:18]=[CH:17][C:16]([C:19]2[N:23]3[CH2:24][CH2:25][NH:26][CH:27]([CH3:28])[C:22]3=[CH:21][CH:20]=2)=[CH:15]1, predict the reaction product. The product is: [Br:1][C:2]1[CH:3]=[N:4][C:5]2[N:6]([N:8]=[C:9]([C:11]([N:26]3[CH2:25][CH2:24][N:23]4[C:19]([C:16]5[CH:17]=[CH:18][O:14][CH:15]=5)=[CH:20][CH:21]=[C:22]4[CH:27]3[CH3:28])=[O:13])[CH:10]=2)[CH:7]=1. (2) Given the reactants C(OC(=O)[NH:7][CH2:8][C:9](=[O:27])[CH2:10][CH2:11][C:12]1[CH:17]=[CH:16][C:15]([C:18]2[N:19]=[C:20]([NH:23][C:24](=[O:26])[CH3:25])[S:21][CH:22]=2)=[CH:14][CH:13]=1)(C)(C)C.[ClH:29], predict the reaction product. The product is: [ClH:29].[NH2:7][CH2:8][C:9](=[O:27])[CH2:10][CH2:11][C:12]1[CH:13]=[CH:14][C:15]([C:18]2[N:19]=[C:20]([NH:23][C:24](=[O:26])[CH3:25])[S:21][CH:22]=2)=[CH:16][CH:17]=1.